Task: Predict the product of the given reaction.. Dataset: Forward reaction prediction with 1.9M reactions from USPTO patents (1976-2016) (1) The product is: [CH:18]12[CH2:13][CH:9]([CH:8]=[CH:7]1)[CH2:10][CH:17]2[C:16]([O:20][CH2:21][C:22]([F:25])([F:24])[F:23])=[O:19]. Given the reactants C1CC=CC=1.[CH2:13]1[CH:10]2[CH:9]3[CH:8]=[CH:7][CH:13]([CH:9]2[CH:8]=[CH:7]1)[CH2:10]3.[C:16]([O:20][CH2:21][C:22]([F:25])([F:24])[F:23])(=[O:19])[CH:17]=[CH2:18], predict the reaction product. (2) The product is: [NH2:12][C:11]1[CH:10]=[CH:9][C:8]([C:15]2([C:19]([O:21][CH2:22][CH3:23])=[O:20])[CH2:18][CH2:17][CH2:16]2)=[CH:7][C:6]=1[O:5][CH2:4][CH:1]1[CH2:3][CH2:2]1. Given the reactants [CH:1]1([CH2:4][O:5][C:6]2[CH:7]=[C:8]([C:15]3([C:19]([O:21][CH2:22][CH3:23])=[O:20])[CH2:18][CH2:17][CH2:16]3)[CH:9]=[CH:10][C:11]=2[N+:12]([O-])=O)[CH2:3][CH2:2]1, predict the reaction product. (3) Given the reactants O=[C:2]1[CH2:6][CH2:5][C@@H:4]([C:7]([O:9][CH2:10][C:11]2[CH:16]=[CH:15][CH:14]=[CH:13][CH:12]=2)=[O:8])[CH2:3]1.C[C:18]1([CH3:26])[O:23]C(=O)CC(=O)O1.[CH3:27][C:28]1[CH:32]=[C:31]([NH2:33])[NH:30][N:29]=1, predict the reaction product. The product is: [CH3:27][C:28]1[NH:29][N:30]=[C:31]2[C:32]=1[C:2]1([CH2:6][CH2:5][C@@H:4]([C:7]([O:9][CH2:10][C:11]3[CH:16]=[CH:15][CH:14]=[CH:13][CH:12]=3)=[O:8])[CH2:3]1)[CH2:26][C:18](=[O:23])[NH:33]2. (4) Given the reactants C([O:5][C:6](=[O:22])[CH2:7][N:8]1[C:16]2[C:11](=[CH:12][C:13]([O:17][CH3:18])=[CH:14][CH:15]=2)[C:10]([C:19](=[O:21])[CH3:20])=[CH:9]1)(C)(C)C.C(O)(C(F)(F)F)=O, predict the reaction product. The product is: [C:19]([C:10]1[C:11]2[C:16](=[CH:15][CH:14]=[C:13]([O:17][CH3:18])[CH:12]=2)[N:8]([CH2:7][C:6]([OH:22])=[O:5])[CH:9]=1)(=[O:21])[CH3:20].